From a dataset of Peptide-MHC class I binding affinity with 185,985 pairs from IEDB/IMGT. Regression. Given a peptide amino acid sequence and an MHC pseudo amino acid sequence, predict their binding affinity value. This is MHC class I binding data. (1) The peptide sequence is YQKVGMQKY. The MHC is HLA-A03:01 with pseudo-sequence HLA-A03:01. The binding affinity (normalized) is 0.0847. (2) The peptide sequence is YAVRITWYS. The MHC is Mamu-A01 with pseudo-sequence Mamu-A01. The binding affinity (normalized) is 0.483.